This data is from Forward reaction prediction with 1.9M reactions from USPTO patents (1976-2016). The task is: Predict the product of the given reaction. (1) Given the reactants [CH3:1][O:2][C:3]1[CH:40]=[C:39]([O:41][CH3:42])[CH:38]=[CH:37][C:4]=1[CH2:5][N:6]([C:31]1[CH:36]=[CH:35][N:34]=[CH:33][N:32]=1)[S:7]([C:10]1[CH:15]=[C:14]([F:16])[C:13]([O:17][C@H:18]2[CH2:22][C@H:21]([OH:23])[CH2:20][C@@H:19]2[C:24]2[N:28]([CH3:29])[N:27]=[CH:26][CH:25]=2)=[CH:12][C:11]=1[F:30])(=[O:9])=[O:8].S(OC)(O[CH3:47])(=O)=O.[H-].[Na+], predict the reaction product. The product is: [CH3:1][O:2][C:3]1[CH:40]=[C:39]([O:41][CH3:42])[CH:38]=[CH:37][C:4]=1[CH2:5][N:6]([C:31]1[CH:36]=[CH:35][N:34]=[CH:33][N:32]=1)[S:7]([C:10]1[CH:15]=[C:14]([F:16])[C:13]([O:17][C@H:18]2[CH2:22][C@H:21]([O:23][CH3:47])[CH2:20][C@@H:19]2[C:24]2[N:28]([CH3:29])[N:27]=[CH:26][CH:25]=2)=[CH:12][C:11]=1[F:30])(=[O:8])=[O:9]. (2) Given the reactants [Br:1][CH2:2]/[CH:3]=[CH:4]/[C:5]1[CH:10]=[CH:9][CH:8]=[CH:7][CH:6]=1.[N+](=[CH:13][C:14]([O:16][CH2:17][CH3:18])=[O:15])=[N-], predict the reaction product. The product is: [Br:1][CH2:2][CH:3]1[CH:4]([C:5]2[CH:10]=[CH:9][CH:8]=[CH:7][CH:6]=2)[CH:13]1[C:14]([O:16][CH2:17][CH3:18])=[O:15]. (3) Given the reactants Br[C:2]1[C:11]([O:12][CH3:13])=[CH:10][C:5]([C:6]([O:8][CH3:9])=[O:7])=[CH:4][C:3]=1[O:14][CH3:15].[C:16]1(B(O)O)[CH:21]=[CH:20][CH:19]=[CH:18][CH:17]=1.[O-]P([O-])([O-])=O.[K+].[K+].[K+], predict the reaction product. The product is: [CH3:15][O:14][C:3]1[CH:4]=[C:5]([C:6]([O:8][CH3:9])=[O:7])[CH:10]=[C:11]([O:12][CH3:13])[C:2]=1[C:16]1[CH:21]=[CH:20][CH:19]=[CH:18][CH:17]=1. (4) Given the reactants [F:1][C:2]1[CH:3]=[C:4]2[C:10]([C:11]3[N:12]=[C:13](I)[C:14]4[C:19]([CH3:21])([CH3:20])[C:18](=[O:22])[NH:17][C:15]=4[N:16]=3)=[N:9][N:8]([CH2:24]C3C=CN=CC=3F)[C:5]2=[N:6][CH:7]=1.[CH2:32]([C:35]([F:38])([F:37])[F:36])[CH2:33][NH2:34], predict the reaction product. The product is: [F:1][C:2]1[CH:3]=[C:4]2[C:10]([C:11]3[N:12]=[C:13]([NH:34][CH2:33][CH2:32][C:35]([F:38])([F:37])[F:36])[C:14]4[C:19]([CH3:20])([CH3:21])[C:18](=[O:22])[NH:17][C:15]=4[N:16]=3)=[N:9][N:8]([CH2:24][C:7]3[C:2]([F:1])=[CH:3][CH:4]=[CH:5][N:6]=3)[C:5]2=[N:6][CH:7]=1. (5) Given the reactants [Cl:1][C:2]1[CH:3]=[C:4]([C@@H:8]2[C@@H:13]([C:14]3[CH:19]=[CH:18][C:17]([Cl:20])=[CH:16][CH:15]=3)[N:12]([CH:21]3[CH2:25][CH2:24][CH:23]=[CH:22]3)[C:11](=[O:26])[C@:10]([CH2:28][CH:29]=[O:30])([CH3:27])[CH2:9]2)[CH:5]=[CH:6][CH:7]=1.CC(C)=[O:33].OS(O)(=O)=O.O=[Cr](=O)=O, predict the reaction product. The product is: [Cl:1][C:2]1[CH:3]=[C:4]([C@@H:8]2[C@@H:13]([C:14]3[CH:19]=[CH:18][C:17]([Cl:20])=[CH:16][CH:15]=3)[N:12]([CH:21]3[CH2:25][CH2:24][CH:23]=[CH:22]3)[C:11](=[O:26])[C@:10]([CH2:28][C:29]([OH:33])=[O:30])([CH3:27])[CH2:9]2)[CH:5]=[CH:6][CH:7]=1. (6) Given the reactants [C:1]([C:3]1[C:4]([N:18]2[CH2:21][CH:20]([C:22](O)=[O:23])[CH2:19]2)=[N:5][C:6]([C:14]([F:17])([F:16])[F:15])=[C:7]([C:9]([O:11][CH2:12][CH3:13])=[O:10])[CH:8]=1)#[N:2].[F:25][C:26]1[CH:31]=[CH:30][C:29]([CH2:32][S:33]([NH2:36])(=[O:35])=[O:34])=[CH:28][CH:27]=1, predict the reaction product. The product is: [C:1]([C:3]1[C:4]([N:18]2[CH2:19][CH:20]([C:22]([NH:36][S:33]([CH2:32][C:29]3[CH:30]=[CH:31][C:26]([F:25])=[CH:27][CH:28]=3)(=[O:35])=[O:34])=[O:23])[CH2:21]2)=[N:5][C:6]([C:14]([F:17])([F:15])[F:16])=[C:7]([CH:8]=1)[C:9]([O:11][CH2:12][CH3:13])=[O:10])#[N:2].